This data is from Reaction yield outcomes from USPTO patents with 853,638 reactions. The task is: Predict the reaction yield, written as a fraction of the theoretical maximum amount of product (1.0 means a 100% yield; for example, 0.34 means a 34% yield). The reactants are C([CH:6]([O:10][C:11]([NH:13][CH2:14][C:15]1([CH2:21][C:22]([OH:24])=[O:23])[CH2:20][CH2:19][CH2:18][CH2:17][CH2:16]1)=[O:12])[CH2:7][CH2:8][CH3:9])(=O)C(C)C.ClC1[CH:27]=[C:28]([CH:33]=CC=1)[C:29]([O:31]O)=[O:30].C([O-])(O)=O.[Na+].C(O)(=O)CC(CC(O)=O)(C(O)=O)O. The catalyst is ClCCl. The product is [C:29]([O:31][CH:6]([O:10][C:11]([NH:13][CH2:14][C:15]1([CH2:21][C:22]([OH:24])=[O:23])[CH2:16][CH2:17][CH2:18][CH2:19][CH2:20]1)=[O:12])[CH2:7][CH2:8][CH3:9])(=[O:30])[CH:28]([CH3:33])[CH3:27]. The yield is 0.110.